Dataset: NCI-60 drug combinations with 297,098 pairs across 59 cell lines. Task: Regression. Given two drug SMILES strings and cell line genomic features, predict the synergy score measuring deviation from expected non-interaction effect. (1) Drug 1: C1=NC2=C(N=C(N=C2N1C3C(C(C(O3)CO)O)O)F)N. Drug 2: C1CNP(=O)(OC1)N(CCCl)CCCl. Cell line: OVCAR-5. Synergy scores: CSS=0.451, Synergy_ZIP=-1.25, Synergy_Bliss=-3.19, Synergy_Loewe=-3.29, Synergy_HSA=-3.28. (2) Drug 1: CN(CC1=CN=C2C(=N1)C(=NC(=N2)N)N)C3=CC=C(C=C3)C(=O)NC(CCC(=O)O)C(=O)O. Drug 2: CN(CCCl)CCCl.Cl. Cell line: HCC-2998. Synergy scores: CSS=32.0, Synergy_ZIP=-2.58, Synergy_Bliss=-3.79, Synergy_Loewe=-18.3, Synergy_HSA=-2.22. (3) Drug 1: CC1=C(C(=O)C2=C(C1=O)N3CC4C(C3(C2COC(=O)N)OC)N4)N. Drug 2: C1CN(P(=O)(OC1)NCCCl)CCCl. Cell line: SF-539. Synergy scores: CSS=35.8, Synergy_ZIP=-1.88, Synergy_Bliss=-9.03, Synergy_Loewe=-53.0, Synergy_HSA=-9.55. (4) Drug 1: C1C(C(OC1N2C=NC(=NC2=O)N)CO)O. Drug 2: CC1C(C(CC(O1)OC2CC(CC3=C2C(=C4C(=C3O)C(=O)C5=CC=CC=C5C4=O)O)(C(=O)C)O)N)O. Cell line: 786-0. Synergy scores: CSS=45.7, Synergy_ZIP=5.21, Synergy_Bliss=5.98, Synergy_Loewe=-16.6, Synergy_HSA=6.37. (5) Drug 1: C(CCl)NC(=O)N(CCCl)N=O. Drug 2: CC12CCC3C(C1CCC2OP(=O)(O)O)CCC4=C3C=CC(=C4)OC(=O)N(CCCl)CCCl.[Na+]. Cell line: SK-MEL-28. Synergy scores: CSS=5.32, Synergy_ZIP=-3.43, Synergy_Bliss=-0.552, Synergy_Loewe=-1.48, Synergy_HSA=-1.06. (6) Drug 1: C1CCC(CC1)NC(=O)N(CCCl)N=O. Drug 2: C(CC(=O)O)C(=O)CN.Cl. Cell line: UO-31. Synergy scores: CSS=14.4, Synergy_ZIP=-2.94, Synergy_Bliss=6.07, Synergy_Loewe=4.28, Synergy_HSA=6.24. (7) Drug 1: C(=O)(N)NO. Drug 2: C1=NC2=C(N=C(N=C2N1C3C(C(C(O3)CO)O)F)Cl)N. Cell line: SNB-75. Synergy scores: CSS=3.06, Synergy_ZIP=-0.991, Synergy_Bliss=-0.396, Synergy_Loewe=-0.192, Synergy_HSA=0.0219. (8) Drug 1: CC1=CC2C(CCC3(C2CCC3(C(=O)C)OC(=O)C)C)C4(C1=CC(=O)CC4)C. Drug 2: CN(CCCl)CCCl.Cl. Cell line: NCIH23. Synergy scores: CSS=15.3, Synergy_ZIP=-7.85, Synergy_Bliss=1.22, Synergy_Loewe=-28.3, Synergy_HSA=-0.948. (9) Drug 1: CC(C)(C#N)C1=CC(=CC(=C1)CN2C=NC=N2)C(C)(C)C#N. Drug 2: C1CNP(=O)(OC1)N(CCCl)CCCl. Cell line: UO-31. Synergy scores: CSS=-3.11, Synergy_ZIP=2.59, Synergy_Bliss=2.31, Synergy_Loewe=-0.513, Synergy_HSA=-0.841.